The task is: Predict which catalyst facilitates the given reaction.. This data is from Catalyst prediction with 721,799 reactions and 888 catalyst types from USPTO. (1) Reactant: [CH:1]1([N:6]([CH2:14][C:15]2[CH:20]=[CH:19][CH:18]=[C:17]3[N:21]([C:29]4[C:30]5[C@H:37]([CH:38]([CH3:40])[CH3:39])[CH2:36][CH2:35][C:31]=5[N:32]=[CH:33][N:34]=4)[CH2:22][C:23]4([CH2:28][CH2:27][NH:26][CH2:25][CH2:24]4)[C:16]=23)C(=O)OC(C)(C)C)[CH2:5][CH2:4][CH2:3][CH2:2]1.[ClH:41]. Product: [ClH:41].[ClH:41].[ClH:41].[CH:38]([C@H:37]1[C:30]2[C:29]([N:21]3[C:17]4[C:16](=[C:15]([CH2:14][NH:6][CH:1]5[CH2:5][CH2:4][CH2:3][CH2:2]5)[CH:20]=[CH:19][CH:18]=4)[C:23]4([CH2:28][CH2:27][NH:26][CH2:25][CH2:24]4)[CH2:22]3)=[N:34][CH:33]=[N:32][C:31]=2[CH2:35][CH2:36]1)([CH3:40])[CH3:39]. The catalyst class is: 135. (2) Reactant: [C:1]([CH:3]=[CH:4][CH2:5][N:6]1[CH2:11][CH2:10][N:9]([C:12]([O:14][C:15]([CH3:18])([CH3:17])[CH3:16])=[O:13])[CH2:8][CH:7]1[CH:19]([F:21])[F:20])#[N:2].[NH:22]1[CH:26]=[C:25]([C:27]2[C:28]3[CH:35]=[CH:34][N:33]([CH2:36][O:37][CH2:38][CH2:39][Si:40]([CH3:43])([CH3:42])[CH3:41])[C:29]=3[N:30]=[CH:31][N:32]=2)[CH:24]=[N:23]1.C(=O)([O-])[O-].[K+].[K+]. Product: [C:1]([CH2:3][CH:4]([N:22]1[CH:26]=[C:25]([C:27]2[C:28]3[CH:35]=[CH:34][N:33]([CH2:36][O:37][CH2:38][CH2:39][Si:40]([CH3:43])([CH3:42])[CH3:41])[C:29]=3[N:30]=[CH:31][N:32]=2)[CH:24]=[N:23]1)[CH2:5][N:6]1[CH2:11][CH2:10][N:9]([C:12]([O:14][C:15]([CH3:16])([CH3:17])[CH3:18])=[O:13])[CH2:8][CH:7]1[CH:19]([F:21])[F:20])#[N:2]. The catalyst class is: 3. (3) Reactant: [CH2:1]([N:3]([CH:29]1[CH2:34][CH2:33][O:32][CH2:31][CH2:30]1)[C:4]1[C:19]2[CH2:18][CH:17]=[CH:16][CH2:15][CH:14]([CH3:20])[C:13]3[CH:21]=[C:22]([CH3:27])[N:23]=[C:24]([O:25]C)[C:12]=3[CH2:11][NH:10][C:9](=[O:28])[C:8]=2[CH:7]=[CH:6][CH:5]=1)[CH3:2].Cl. Product: [CH2:1]([N:3]([CH:29]1[CH2:30][CH2:31][O:32][CH2:33][CH2:34]1)[C:4]1[C:19]2[CH2:18][CH:17]=[CH:16][CH2:15][CH:14]([CH3:20])[C:13]3[CH:21]=[C:22]([CH3:27])[NH:23][C:24](=[O:25])[C:12]=3[CH2:11][NH:10][C:9](=[O:28])[C:8]=2[CH:7]=[CH:6][CH:5]=1)[CH3:2]. The catalyst class is: 169. (4) Reactant: [NH:1]1[C:6](=[O:7])[CH2:5][NH:4][C:3]2[N:8]=[CH:9][CH:10]=[CH:11][C:2]1=2.[CH3:12][O:13][CH2:14][CH2:15][CH:16]([O:20][C:21]1[CH:26]=[CH:25][C:24]([O:27][C:28]([F:31])([F:30])[F:29])=[CH:23][CH:22]=1)[C:17](O)=[O:18].Cl.CN(C)CCCN=C=NCC.O.ON1C2C=CC=CC=2N=N1. Product: [CH3:12][O:13][CH2:14][CH2:15][CH:16]([O:20][C:21]1[CH:26]=[CH:25][C:24]([O:27][C:28]([F:29])([F:31])[F:30])=[CH:23][CH:22]=1)[C:17]([N:4]1[CH2:5][C:6](=[O:7])[NH:1][C:2]2[CH:11]=[CH:10][CH:9]=[N:8][C:3]1=2)=[O:18]. The catalyst class is: 145. (5) Reactant: [F:1][C:2]([F:37])([F:36])[C:3]1[CH:35]=[CH:34][C:6]2[NH:7][C:8]([C:10]3[CH:11]=[CH:12][C:13]([N:16]4[CH2:21][CH2:20][CH:19]([O:22][C@H:23]5[CH2:28][CH2:27][C@H:26]([C:29]([O:31]CC)=[O:30])[CH2:25][CH2:24]5)[CH2:18][CH2:17]4)=[N:14][CH:15]=3)=[N:9][C:5]=2[CH:4]=1.O.[OH-].[Li+]. Product: [F:37][C:2]([F:1])([F:36])[C:3]1[CH:35]=[CH:34][C:6]2[NH:7][C:8]([C:10]3[CH:11]=[CH:12][C:13]([N:16]4[CH2:21][CH2:20][CH:19]([O:22][C@H:23]5[CH2:24][CH2:25][C@H:26]([C:29]([OH:31])=[O:30])[CH2:27][CH2:28]5)[CH2:18][CH2:17]4)=[N:14][CH:15]=3)=[N:9][C:5]=2[CH:4]=1. The catalyst class is: 20. (6) Reactant: [F:1][C:2]([F:35])([F:34])[C:3]1[CH:33]=[CH:32][C:6]([CH2:7][N:8]2[C:30](=[O:31])[N:11]3[N:12]=[CH:13][C:14]([C:23]4[CH:28]=[CH:27][C:26]([Cl:29])=[CH:25][CH:24]=4)=[C:15]([C:16]4[CH:21]=[CH:20][C:19]([Cl:22])=[CH:18][CH:17]=4)[C:10]3=[N:9]2)=[CH:5][CH:4]=1.[CH3:36][Mg]Br.CO. Product: [F:35][C:2]([F:1])([F:34])[C:3]1[CH:33]=[CH:32][C:6]([CH2:7][N:8]2[C:30](=[O:31])[N:11]3[NH:12][CH:13]([CH3:36])[C:14]([C:23]4[CH:28]=[CH:27][C:26]([Cl:29])=[CH:25][CH:24]=4)=[C:15]([C:16]4[CH:17]=[CH:18][C:19]([Cl:22])=[CH:20][CH:21]=4)[C:10]3=[N:9]2)=[CH:5][CH:4]=1. The catalyst class is: 1. (7) Reactant: [F:1][CH:2]([F:21])[O:3][C:4]1[N:8]([CH3:9])[N:7]=[C:6]([C:10]([F:13])([F:12])[F:11])[C:5]=1[CH2:14][S:15][C:16]1[O:17][CH:18]=[CH:19][N:20]=1.[Cl:22]N1C(=O)CCC1=O.O. Product: [Cl:22][C:18]1[O:17][C:16]([S:15][CH2:14][C:5]2[C:6]([C:10]([F:12])([F:13])[F:11])=[N:7][N:8]([CH3:9])[C:4]=2[O:3][CH:2]([F:1])[F:21])=[N:20][CH:19]=1. The catalyst class is: 9. (8) Reactant: Br[C:2]1[CH:3]=[N:4][CH:5]=[CH:6][CH:7]=1.C([Li])CCC.[CH:13]([CH:15]1[CH2:20][CH2:19][N:18]([C:21]([O:23][C:24]([CH3:27])([CH3:26])[CH3:25])=[O:22])[CH2:17][CH2:16]1)=[O:14]. Product: [OH:14][CH:13]([C:2]1[CH:3]=[N:4][CH:5]=[CH:6][CH:7]=1)[CH:15]1[CH2:20][CH2:19][N:18]([C:21]([O:23][C:24]([CH3:27])([CH3:26])[CH3:25])=[O:22])[CH2:17][CH2:16]1. The catalyst class is: 1. (9) Reactant: C(O[C:4](=[O:15])[C:5]([N:10]1[CH:14]=[CH:13][N:12]=[CH:11]1)=[CH:6][N:7](C)C)C.[Cl:16][C:17]1[CH:22]=[C:21]([NH:23]N)[N:20]=[CH:19][N:18]=1.C(O)(C(F)(F)F)=O. Product: [ClH:16].[Cl:16][C:17]1[N:18]=[CH:19][N:20]=[C:21]([N:23]2[C:4](=[O:15])[C:5]([N:10]3[CH:14]=[CH:13][N:12]=[CH:11]3)=[CH:6][NH:7]2)[CH:22]=1. The catalyst class is: 8. (10) Reactant: [F:1][C:2]1[CH:23]=[CH:22][CH:21]=[CH:20][C:3]=1[CH:4]=[C:5]1[C:10](=[O:11])[C:9](=[CH:12][C:13]2[CH:18]=[CH:17][CH:16]=[CH:15][C:14]=2[F:19])[CH2:8][NH:7][CH2:6]1. Product: [F:19][C:14]1[CH:15]=[CH:16][CH:17]=[CH:18][C:13]=1[CH2:12][CH:9]1[C:10](=[O:11])[CH:5]([CH2:4][C:3]2[CH:20]=[CH:21][CH:22]=[CH:23][C:2]=2[F:1])[CH2:6][NH:7][CH2:8]1. The catalyst class is: 29.